Predict the reaction yield, written as a fraction of the theoretical maximum amount of product (1.0 means a 100% yield; for example, 0.34 means a 34% yield). From a dataset of Reaction yield outcomes from USPTO patents with 853,638 reactions. (1) The reactants are [OH-].[K+].[Cl:3][C:4]1[C:9]([Cl:10])=[CH:8][CH:7]=[CH:6][C:5]=1[S:11][C:12]1[S:16][C:15]([C:17]([O:19]CC)=[O:18])=[CH:14][C:13]=1[N+:22]([O-:24])=[O:23]. The catalyst is O. The product is [Cl:3][C:4]1[C:9]([Cl:10])=[CH:8][CH:7]=[CH:6][C:5]=1[S:11][C:12]1[S:16][C:15]([C:17]([OH:19])=[O:18])=[CH:14][C:13]=1[N+:22]([O-:24])=[O:23]. The yield is 0.260. (2) The reactants are [C:1]([Br:5])(Br)(Br)[Br:2].C1(P(C2C=CC=CC=2)C2C=CC=CC=2)C=CC=CC=1.[O:25]1[CH:29]=[CH:28][C:27]([CH:30]=O)=[CH:26]1. The catalyst is C(Cl)Cl. The product is [Br:2][C:1]([Br:5])=[CH:30][C:27]1[CH:28]=[CH:29][O:25][CH:26]=1. The yield is 0.550. (3) The reactants are [I:1][C:2]1[CH:3]=[C:4]([OH:12])[CH:5]=[C:6]([C:8]([F:11])([F:10])[F:9])[CH:7]=1.Br[CH2:14][CH2:15][O:16][CH3:17].C(=O)([O-])[O-].[K+].[K+]. The catalyst is CN(C)C=O.O. The product is [I:1][C:2]1[CH:7]=[C:6]([C:8]([F:10])([F:11])[F:9])[CH:5]=[C:4]([O:12][CH2:14][CH2:15][O:16][CH3:17])[CH:3]=1. The yield is 0.850. (4) The reactants are Cl.Cl.[CH3:3][N:4]([C:13]1[CH:14]=[CH:15][CH:16]=[C:17]2[C:21]=1[NH:20][C:19]([C:22]1[S:23][CH:24]([CH2:27][N:28]3[CH2:33][CH2:32][O:31][CH2:30][CH2:29]3)[CH2:25][N:26]=1)=[CH:18]2)[S:5]([C:8]1[S:9][CH:10]=[CH:11][CH:12]=1)(=[O:7])=[O:6].[OH-].[Na+]. The catalyst is C(OCC)(=O)C. The product is [CH3:3][N:4]([C:13]1[CH:14]=[CH:15][CH:16]=[C:17]2[C:21]=1[NH:20][C:19]([C:22]1[S:23][CH:24]([CH2:27][N:28]3[CH2:33][CH2:32][O:31][CH2:30][CH2:29]3)[CH2:25][N:26]=1)=[CH:18]2)[S:5]([C:8]1[S:9][CH:10]=[CH:11][CH:12]=1)(=[O:7])=[O:6]. The yield is 0.460. (5) The reactants are [F:1][C:2]1[CH:3]=[C:4]([CH:8]([OH:25])[CH2:9][O:10][C:11]2[CH:24]=[CH:23][C:14]([CH:15]=[C:16]3[S:20][C:19](=[O:21])[NH:18][C:17]3=[O:22])=[CH:13][CH:12]=2)[CH:5]=[CH:6][CH:7]=1.N1C=CC=CC=1C1C=CC=CN=1.[BH4-].[Na+].[BH4-]. The catalyst is C1COCC1.O.[Co](Cl)Cl.CC(O)=O. The product is [F:1][C:2]1[CH:3]=[C:4]([CH:8]([OH:25])[CH2:9][O:10][C:11]2[CH:24]=[CH:23][C:14]([CH2:15][CH:16]3[S:20][C:19](=[O:21])[NH:18][C:17]3=[O:22])=[CH:13][CH:12]=2)[CH:5]=[CH:6][CH:7]=1. The yield is 0.720. (6) The reactants are [Li][CH2:2]CCC.[F:6][C:7]1[CH:8]=[C:9]([CH:12]=[CH:13][C:14]=1[O:15][C:16]1[CH:21]=[CH:20][CH:19]=[C:18]([C:22]([F:25])([F:24])[F:23])[N:17]=1)[CH:10]=O. The catalyst is [Br-].C[P+](C1C=CC=CC=1)(C1C=CC=CC=1)C1C=CC=CC=1.C1COCC1.CC(=O)OCC. The product is [F:6][C:7]1[CH:8]=[C:9]([CH:10]=[CH2:2])[CH:12]=[CH:13][C:14]=1[O:15][C:16]1[CH:21]=[CH:20][CH:19]=[C:18]([C:22]([F:25])([F:24])[F:23])[N:17]=1. The yield is 0.498. (7) The reactants are Br[C:2]1[C:15]2[S:14][C:13]3[C:8](=[CH:9][CH:10]=[CH:11][C:12]=3Br)[S:7][C:6]=2[CH:5]=[CH:4][CH:3]=1.C([Sn]([C:30]1[S:31][CH:32]=[CH:33][CH:34]=1)(CCCC)CCCC)CCC. The catalyst is Cl[Pd](Cl)([P](C1C=CC=CC=1)(C1C=CC=CC=1)C1C=CC=CC=1)[P](C1C=CC=CC=1)(C1C=CC=CC=1)C1C=CC=CC=1.ClCCl. The product is [S:31]1[CH:32]=[CH:33][CH:34]=[C:30]1[C:2]1[C:15]2[S:14][C:13]3[C:8](=[CH:9][CH:10]=[CH:11][C:12]=3[C:32]3[S:31][CH:30]=[CH:34][CH:33]=3)[S:7][C:6]=2[CH:5]=[CH:4][CH:3]=1. The yield is 0.920. (8) The reactants are [C:1]([O:5][C:6]([N:8]1[CH2:13][CH2:12][C:11](=[C:14](Br)[C:15]2[CH:20]=[CH:19][CH:18]=[CH:17][CH:16]=2)[CH2:10][CH2:9]1)=[O:7])([CH3:4])([CH3:3])[CH3:2].[F:22][C:23]1[CH:24]=[C:25](B(O)O)[CH:26]=[C:27]([F:29])[CH:28]=1.C(=O)([O-])[O-].[Na+].[Na+]. The catalyst is COCCOC.C1C=CC(/C=C/C(/C=C/C2C=CC=CC=2)=O)=CC=1.C1C=CC(/C=C/C(/C=C/C2C=CC=CC=2)=O)=CC=1.C1C=CC(/C=C/C(/C=C/C2C=CC=CC=2)=O)=CC=1.[Pd].[Pd]. The product is [C:1]([O:5][C:6]([N:8]1[CH2:9][CH2:10][C:11](=[C:14]([C:15]2[CH:16]=[CH:17][CH:18]=[CH:19][CH:20]=2)[C:25]2[CH:24]=[C:23]([F:22])[CH:28]=[C:27]([F:29])[CH:26]=2)[CH2:12][CH2:13]1)=[O:7])([CH3:4])([CH3:2])[CH3:3]. The yield is 0.640.